This data is from Full USPTO retrosynthesis dataset with 1.9M reactions from patents (1976-2016). The task is: Predict the reactants needed to synthesize the given product. (1) Given the product [Cl:1][C:2]1[CH:3]=[C:4]2[C:9](=[CH:10][CH:11]=1)[CH:8]=[C:7]([S:12]([CH2:15][CH2:16][C:17]([N:19]1[CH2:20][CH2:21][N:22]([CH2:27][C:28]3[N:29]=[C:30]([NH2:33])[S:31][CH:32]=3)[CH2:23][CH2:24]1)=[O:18])(=[O:14])=[O:13])[CH:6]=[CH:5]2, predict the reactants needed to synthesize it. The reactants are: [Cl:1][C:2]1[CH:3]=[C:4]2[C:9](=[CH:10][CH:11]=1)[CH:8]=[C:7]([S:12]([CH2:15][CH2:16][C:17]([N:19]1[CH2:24][CH2:23][NH:22][CH2:21][CH2:20]1)=[O:18])(=[O:14])=[O:13])[CH:6]=[CH:5]2.Cl.Cl[CH2:27][C:28]1[N:29]=[C:30]([NH2:33])[S:31][CH:32]=1.C(=O)([O-])[O-].[K+].[K+]. (2) The reactants are: Br[C:2]1[C:10]2[O:9][CH:8]([CH2:11][NH:12][CH3:13])[CH2:7][C:6]=2[CH:5]=[CH:4][CH:3]=1.[F:14][C:15]1[CH:20]=[CH:19][C:18](B(O)O)=[CH:17][CH:16]=1. Given the product [CH3:13][NH:12][CH2:11][CH:8]1[CH2:7][C:6]2[CH:5]=[CH:4][CH:3]=[C:2]([C:18]3[CH:19]=[CH:20][C:15]([F:14])=[CH:16][CH:17]=3)[C:10]=2[O:9]1, predict the reactants needed to synthesize it. (3) Given the product [CH2:19]([O:26][C:27]1[CH:28]=[C:29]([CH:34]=[C:35]([C:37]2[N:41]([CH2:17][O:16][CH2:15][CH2:14][Si:11]([CH3:13])([CH3:12])[CH3:10])[N:40]=[N:39][N:38]=2)[CH:36]=1)[C:30]([O:32][CH3:33])=[O:31])[C:20]1[CH:25]=[CH:24][CH:23]=[CH:22][CH:21]=1, predict the reactants needed to synthesize it. The reactants are: C(N(C(C)C)CC)(C)C.[CH3:10][Si:11]([CH2:14][CH2:15][O:16][CH2:17]Cl)([CH3:13])[CH3:12].[CH2:19]([O:26][C:27]1[CH:28]=[C:29]([CH:34]=[C:35]([C:37]2[NH:41][N:40]=[N:39][N:38]=2)[CH:36]=1)[C:30]([O:32][CH3:33])=[O:31])[C:20]1[CH:25]=[CH:24][CH:23]=[CH:22][CH:21]=1.O.C(=O)(O)[O-].[Na+]. (4) Given the product [O:37]=[C:17]1[C:18]2([C:36]3[C:27](=[CH:28][C:29]4[O:34][CH2:33][CH2:32][O:31][C:30]=4[CH:35]=3)[O:26][CH2:25]2)[C:19]2[C:24](=[CH:23][CH:22]=[CH:21][CH:20]=2)[N:16]1[CH2:15][C@H:7]1[O:6][CH:5]([OH:38])[C@H:4]([OH:3])[C@@H:9]([OH:10])[C@H:8]1[OH:12], predict the reactants needed to synthesize it. The reactants are: CC1(C)[O:38][C@H:5]2[O:6][C@H:7]([CH2:15][N:16]3[C:24]4[C:19](=[CH:20][CH:21]=[CH:22][CH:23]=4)[C:18]4([C:36]5[C:27](=[CH:28][C:29]6[O:34][CH2:33][CH2:32][O:31][C:30]=6[CH:35]=5)[O:26][CH2:25]4)[C:17]3=[O:37])[C@@H:8]3[O:12]C(C)(C)[O:10][C@@H:9]3[C@H:4]2[O:3]1. (5) Given the product [CH3:1][S:2]([N:8]1[C:9]2[CH:14]=[CH:13][CH:12]=[CH:11][C:10]=2[N:6]=[C:7]1[C:15]1[C:16]([CH3:33])=[N:17][N:18]2[C:23]3[N:24]([CH:27]([CH2:28][CH3:29])[CH2:30][CH3:31])[CH2:25][CH2:26][C:22]=3[C:21]([CH3:32])=[N:20][C:19]=12)(=[O:4])=[O:3], predict the reactants needed to synthesize it. The reactants are: [CH3:1][S:2](Cl)(=[O:4])=[O:3].[NH:6]1[C:10]2[CH:11]=[CH:12][CH:13]=[CH:14][C:9]=2[N:8]=[C:7]1[C:15]1[C:16]([CH3:33])=[N:17][N:18]2[C:23]3[N:24]([CH:27]([CH2:30][CH3:31])[CH2:28][CH3:29])[CH2:25][CH2:26][C:22]=3[C:21]([CH3:32])=[N:20][C:19]=12.O. (6) The reactants are: [O:1]=[C:2]1[N:8]2[CH2:9][C@@H:4]([CH2:5][CH2:6][C@H:7]2[C:10]([O-:12])=O)[N:3]1[O:13][CH2:14][C:15]1[CH:20]=[CH:19][CH:18]=[CH:17][CH:16]=1.[Na+].[C:22]([N:29]([C:31]([C@@H]1CCCNC1)=O)N)([O:24][C:25]([CH3:28])([CH3:27])[CH3:26])=[O:23].CCN=C=NCCCN(C)C.Cl.[CH:51]1[CH:52]=[CH:53][C:54]2N(O)[N:58]=[N:57][C:55]=2C=1.[OH2:61]. Given the product [CH2:14]([O:13][N:3]1[C:2](=[O:1])[N:8]2[CH2:9][C@H:4]1[CH2:5][CH2:6][C@H:7]2[C:10]([NH:58][NH:57][C:55]([C@@H:54]1[CH2:53][CH2:52][CH2:51][N:29]([C:22]([O:24][C:25]([CH3:28])([CH3:27])[CH3:26])=[O:23])[CH2:31]1)=[O:61])=[O:12])[C:15]1[CH:20]=[CH:19][CH:18]=[CH:17][CH:16]=1, predict the reactants needed to synthesize it. (7) Given the product [CH3:16][C:15]([CH3:17])=[CH:14][CH2:13][O:1][C:2]1[CH:3]=[CH:4][C:5]([C:6]([O:8][CH3:9])=[O:7])=[CH:10][CH:11]=1, predict the reactants needed to synthesize it. The reactants are: [OH:1][C:2]1[CH:11]=[CH:10][C:5]([C:6]([O:8][CH3:9])=[O:7])=[CH:4][CH:3]=1.Br[CH2:13][CH:14]=[C:15]([CH3:17])[CH3:16].C(=O)([O-])[O-].[K+].[K+].CCOC(C)=O.